The task is: Predict the reactants needed to synthesize the given product.. This data is from Full USPTO retrosynthesis dataset with 1.9M reactions from patents (1976-2016). (1) The reactants are: C(OC(=O)[NH:7][C:8]1[S:9][C:10]2[CH2:19][CH2:18][CH:17]([C:20]([F:23])([F:22])[F:21])[C:16]3[C:12](=[CH:13][N:14]([CH2:24][C:25]4[CH:30]=[CH:29][C:28]([O:31][CH3:32])=[CH:27][CH:26]=4)[N:15]=3)[C:11]=2[N:33]=1)(C)(C)C. Given the product [CH3:32][O:31][C:28]1[CH:27]=[CH:26][C:25]([CH2:24][N:14]2[CH:13]=[C:12]3[C:16]([CH:17]([C:20]([F:22])([F:23])[F:21])[CH2:18][CH2:19][C:10]4[S:9][C:8]([NH2:7])=[N:33][C:11]=43)=[N:15]2)=[CH:30][CH:29]=1, predict the reactants needed to synthesize it. (2) Given the product [OH:27][CH2:26][CH:25]([NH:24][C:7](=[O:9])[C:6]1[CH:10]=[CH:11][C:3]([O:2][CH3:1])=[C:4](/[CH:12]=[CH:13]/[C:14]2[CH:19]=[CH:18][C:17]([C:20]([F:23])([F:22])[F:21])=[CH:16][CH:15]=2)[CH:5]=1)[CH2:28][OH:29], predict the reactants needed to synthesize it. The reactants are: [CH3:1][O:2][C:3]1[CH:11]=[CH:10][C:6]([C:7]([OH:9])=O)=[CH:5][C:4]=1/[CH:12]=[CH:13]/[C:14]1[CH:19]=[CH:18][C:17]([C:20]([F:23])([F:22])[F:21])=[CH:16][CH:15]=1.[NH2:24][CH:25]([CH2:28][OH:29])[CH2:26][OH:27]. (3) Given the product [NH:6]1[CH2:7][CH2:8][CH:9]([NH:12][C:13]2[C:14]3[CH:31]=[CH:30][NH:29][C:15]=3[N:16]=[C:17]([NH:19][C:20]3[CH:28]=[CH:27][C:23]([C:24]([NH2:26])=[O:25])=[CH:22][CH:21]=3)[N:18]=2)[CH2:10][CH2:11]1, predict the reactants needed to synthesize it. The reactants are: C(CC([N:6]1[CH2:11][CH2:10][CH:9]([NH:12][C:13]2[C:14]3[CH:31]=[CH:30][N:29](S(C4C=CC(C)=CC=4)(=O)=O)[C:15]=3[N:16]=[C:17]([NH:19][C:20]3[CH:28]=[CH:27][C:23]([C:24]([NH2:26])=[O:25])=[CH:22][CH:21]=3)[N:18]=2)[CH2:8][CH2:7]1)=O)#N.[OH-].[K+].